Dataset: NCI-60 drug combinations with 297,098 pairs across 59 cell lines. Task: Regression. Given two drug SMILES strings and cell line genomic features, predict the synergy score measuring deviation from expected non-interaction effect. (1) Drug 1: C1=CN(C=N1)CC(O)(P(=O)(O)O)P(=O)(O)O. Drug 2: CCN(CC)CCCC(C)NC1=C2C=C(C=CC2=NC3=C1C=CC(=C3)Cl)OC. Cell line: A549. Synergy scores: CSS=15.4, Synergy_ZIP=-7.50, Synergy_Bliss=-3.25, Synergy_Loewe=-12.6, Synergy_HSA=-3.09. (2) Drug 1: CC1=C(C=C(C=C1)NC2=NC=CC(=N2)N(C)C3=CC4=NN(C(=C4C=C3)C)C)S(=O)(=O)N.Cl. Drug 2: CC1=C(C(CCC1)(C)C)C=CC(=CC=CC(=CC(=O)O)C)C. Cell line: CAKI-1. Synergy scores: CSS=34.1, Synergy_ZIP=2.87, Synergy_Bliss=4.70, Synergy_Loewe=11.2, Synergy_HSA=11.3. (3) Drug 1: CN(C)N=NC1=C(NC=N1)C(=O)N. Drug 2: CC(C)(C#N)C1=CC(=CC(=C1)CN2C=NC=N2)C(C)(C)C#N. Cell line: NCI-H226. Synergy scores: CSS=3.45, Synergy_ZIP=-0.527, Synergy_Bliss=2.10, Synergy_Loewe=-0.482, Synergy_HSA=-0.00967. (4) Drug 1: COC1=C2C(=CC3=C1OC=C3)C=CC(=O)O2. Drug 2: CCC1(C2=C(COC1=O)C(=O)N3CC4=CC5=C(C=CC(=C5CN(C)C)O)N=C4C3=C2)O.Cl. Cell line: SK-MEL-28. Synergy scores: CSS=3.91, Synergy_ZIP=-5.40, Synergy_Bliss=-7.91, Synergy_Loewe=-19.0, Synergy_HSA=-8.61. (5) Drug 1: CN1CCC(CC1)COC2=C(C=C3C(=C2)N=CN=C3NC4=C(C=C(C=C4)Br)F)OC. Drug 2: C1C(C(OC1N2C=NC(=NC2=O)N)CO)O. Cell line: HL-60(TB). Synergy scores: CSS=42.6, Synergy_ZIP=9.33, Synergy_Bliss=10.4, Synergy_Loewe=-14.6, Synergy_HSA=5.10.